This data is from Full USPTO retrosynthesis dataset with 1.9M reactions from patents (1976-2016). The task is: Predict the reactants needed to synthesize the given product. (1) Given the product [CH3:18][C:10]1[C:2]([Cl:1])=[C:3]([C:7]([O:11][CH:12]2[CH2:13][CH2:14]2)=[CH:8][CH:9]=1)[C:4]([OH:6])=[O:5], predict the reactants needed to synthesize it. The reactants are: [Cl:1][C:2]1[CH:10]=[CH:9][CH:8]=[C:7]([O:11][CH:12]2[CH2:14][CH2:13]2)[C:3]=1[C:4]([O-:6])=[O:5].[OH-].[K+].Cl.[CH3:18]O. (2) Given the product [F:1][C:2]1[CH:7]=[CH:6][C:5]([C:28]2[CH:27]=[N:26][N:25]([CH3:24])[CH:29]=2)=[CH:4][C:3]=1[N:9]1[CH:14]=[C:13]([O:15][CH3:16])[C:12](=[O:17])[C:11]([C:18]([N:20]([O:22][CH3:23])[CH3:21])=[O:19])=[N:10]1, predict the reactants needed to synthesize it. The reactants are: [F:1][C:2]1[CH:7]=[CH:6][C:5](I)=[CH:4][C:3]=1[N:9]1[CH:14]=[C:13]([O:15][CH3:16])[C:12](=[O:17])[C:11]([C:18]([N:20]([O:22][CH3:23])[CH3:21])=[O:19])=[N:10]1.[CH3:24][N:25]1[CH:29]=[C:28](B2OC(C)(C)C(C)(C)O2)[CH:27]=[N:26]1.C([O-])([O-])=O.[Na+].[Na+]. (3) Given the product [Br:20][C:18]1[C:17]([F:21])=[CH:16][C:15]([F:22])=[C:14]([C@@:2]([NH:1][C:32]([NH:31][C:23](=[O:30])[C:24]2[CH:25]=[CH:26][CH:27]=[CH:28][CH:29]=2)=[S:33])([CH2:3][CH:4]([C:6]2[C:7]([CH3:12])=[N:8][O:9][C:10]=2[CH3:11])[OH:5])[CH3:13])[CH:19]=1, predict the reactants needed to synthesize it. The reactants are: [NH2:1][C@@:2]([C:14]1[CH:19]=[C:18]([Br:20])[C:17]([F:21])=[CH:16][C:15]=1[F:22])([CH3:13])[CH2:3][CH:4]([C:6]1[C:7]([CH3:12])=[N:8][O:9][C:10]=1[CH3:11])[OH:5].[C:23]([N:31]=[C:32]=[S:33])(=[O:30])[C:24]1[CH:29]=[CH:28][CH:27]=[CH:26][CH:25]=1.